Dataset: Full USPTO retrosynthesis dataset with 1.9M reactions from patents (1976-2016). Task: Predict the reactants needed to synthesize the given product. (1) The reactants are: CCC(O[C@@H]([O:10][P@@:11]([CH2:23][C:24]([N:26]1[C@H:30]([C:31]([O-:33])=[O:32])[CH2:29][C@@H:28]([CH:34]2[CH2:39][CH2:38][CH2:37][CH2:36][CH2:35]2)[CH2:27]1)=[O:25])([CH2:13][CH2:14][CH2:15][CH2:16][C:17]1[CH:18]=[CH:19][CH:20]=[CH:21][CH:22]=1)=[O:12])C(C)C)=O.[Na+].[Cs+].C1([C@H]2CN[C@H](C([O-])=O)C2)CCCCC1.[OH-].[Na+].Cl. Given the product [OH:12][P:11]([CH2:23][C:24]([N:26]1[CH2:27][C@H:28]([CH:34]2[CH2:39][CH2:38][CH2:37][CH2:36][CH2:35]2)[CH2:29][C@H:30]1[C:31]([OH:33])=[O:32])=[O:25])([CH2:13][CH2:14][CH2:15][CH2:16][C:17]1[CH:18]=[CH:19][CH:20]=[CH:21][CH:22]=1)=[O:10], predict the reactants needed to synthesize it. (2) The reactants are: [CH:1]([C:3]1[C:4]([C:9]([O:11]C)=[O:10])=[N:5][CH:6]=[CH:7][CH:8]=1)=[CH2:2].CO.C(=O)([O-])[O-].[K+].[K+].Cl. Given the product [CH:1]([C:3]1[C:4]([C:9]([OH:11])=[O:10])=[N:5][CH:6]=[CH:7][CH:8]=1)=[CH2:2], predict the reactants needed to synthesize it.